Dataset: Full USPTO retrosynthesis dataset with 1.9M reactions from patents (1976-2016). Task: Predict the reactants needed to synthesize the given product. (1) Given the product [N+:18]([C:17]1[C:12]([NH:11][CH:8]2[CH2:7][CH2:6][C:5](=[O:4])[CH2:10][CH2:9]2)=[C:13]2[S:23][CH:22]=[CH:21][C:14]2=[N:15][CH:16]=1)([O-:20])=[O:19], predict the reactants needed to synthesize it. The reactants are: O1[C:5]2([CH2:10][CH2:9][CH:8]([NH:11][C:12]3[C:17]([N+:18]([O-:20])=[O:19])=[CH:16][N:15]=[C:14]4[CH:21]=[CH:22][S:23][C:13]=34)[CH2:7][CH2:6]2)[O:4]CC1.Cl.O.[OH-].[Na+]. (2) Given the product [O:26]=[C:9]1[N:8]([CH2:7][C:6]([OH:27])=[O:5])[C:12](=[O:13])[C:11]2([CH2:14][CH2:15][CH2:16][CH2:17][CH2:18]2)[N:10]1[C:19]1[CH:20]=[CH:21][C:22]([CH3:25])=[CH:23][CH:24]=1, predict the reactants needed to synthesize it. The reactants are: [OH-].[Na+].C([O:5][C:6](=[O:27])[CH2:7][N:8]1[C:12](=[O:13])[C:11]2([CH2:18][CH2:17][CH2:16][CH2:15][CH2:14]2)[N:10]([C:19]2[CH:24]=[CH:23][C:22]([CH3:25])=[CH:21][CH:20]=2)[C:9]1=[O:26])C. (3) Given the product [NH2:1][C:2]1[N:10]=[CH:9][C:8]([Br:11])=[CH:7][C:3]=1[C:4]([NH:12][C:13]1[CH:18]=[CH:17][N:16]=[CH:15][CH:14]=1)=[O:6], predict the reactants needed to synthesize it. The reactants are: [NH2:1][C:2]1[N:10]=[CH:9][C:8]([Br:11])=[CH:7][C:3]=1[C:4]([OH:6])=O.[NH2:12][C:13]1[CH:18]=[CH:17][N:16]=[CH:15][CH:14]=1.CN(C(ON1N=NC2C=CC=NC1=2)=[N+](C)C)C.F[P-](F)(F)(F)(F)F.CN1CCOCC1. (4) Given the product [CH2:45]1[O:44][C:41]2[CH:42]=[CH:43][C:38]([CH2:37][N:23]([S:24]([C:27]3[C:32]([CH3:33])=[CH:31][C:30]([O:34][CH3:35])=[CH:29][C:28]=3[CH3:36])(=[O:25])=[O:26])[C@H:7]([CH2:8][NH:9][C:10]([C:12]3[CH:17]=[CH:16][CH:15]=[CH:14][C:13]=3[N:18]3[CH:19]=[CH:20][CH:21]=[CH:22]3)=[O:11])[C:6]([OH:47])=[O:5])=[CH:39][C:40]=2[O:46]1, predict the reactants needed to synthesize it. The reactants are: C([O:5][C:6](=[O:47])[C@H:7]([N:23]([CH2:37][C:38]1[CH:43]=[CH:42][C:41]2[O:44][CH2:45][O:46][C:40]=2[CH:39]=1)[S:24]([C:27]1[C:32]([CH3:33])=[CH:31][C:30]([O:34][CH3:35])=[CH:29][C:28]=1[CH3:36])(=[O:26])=[O:25])[CH2:8][NH:9][C:10]([C:12]1[CH:17]=[CH:16][CH:15]=[CH:14][C:13]=1[N:18]1[CH:22]=[CH:21][CH:20]=[CH:19]1)=[O:11])(C)(C)C.FC(F)(F)C(O)=O. (5) Given the product [CH3:1][O:2][C:3]1[C:8]([O:9][CH3:10])=[C:7]([O:11][CH2:12][C:13]2[CH:18]=[CH:17][CH:16]=[CH:15][CH:14]=2)[C:6]([CH3:19])=[C:5]([CH2:20][CH2:21][CH2:22][CH2:23][CH2:24][CH2:25][CH2:26][CH2:27][CH2:28][OH:29])[N:4]=1, predict the reactants needed to synthesize it. The reactants are: [CH3:1][O:2][C:3]1[C:8]([O:9][CH3:10])=[C:7]([O:11][CH2:12][C:13]2[CH:18]=[CH:17][CH:16]=[CH:15][CH:14]=2)[C:6]([CH3:19])=[C:5]([CH2:20][CH2:21][CH2:22][CH2:23][CH2:24][CH2:25][CH2:26][CH2:27][CH2:28][O:29]C2CCCCO2)[N:4]=1.C1(C)C=CC(S(O)(=O)=O)=CC=1.